This data is from Reaction yield outcomes from USPTO patents with 853,638 reactions. The task is: Predict the reaction yield, written as a fraction of the theoretical maximum amount of product (1.0 means a 100% yield; for example, 0.34 means a 34% yield). (1) The reactants are [N+:1]([C:4]1[CH:21]=[CH:20][CH:19]=[CH:18][C:5]=1[CH:6]=[N:7][C:8]1[CH:13]=[CH:12][C:11]([C:14]([F:17])([F:16])[F:15])=[CH:10][CH:9]=1)([O-:3])=[O:2].B(F)(F)F.CCOCC.[CH2:31]=[C:32]([CH3:34])[CH3:33]. The catalyst is C(#N)C. The product is [CH3:31][C:32]1([CH3:34])[C:9]2[C:8](=[CH:13][CH:12]=[C:11]([C:14]([F:15])([F:16])[F:17])[CH:10]=2)[NH:7][CH:6]([C:5]2[CH:18]=[CH:19][CH:20]=[CH:21][C:4]=2[N+:1]([O-:3])=[O:2])[CH2:33]1. The yield is 0.800. (2) The reactants are [Cl:1][C:2]1[N:7]=[N:6][C:5]([C:8](OCC)=[O:9])=[C:4]([NH:13][C:14]2[CH:19]=[C:18]([CH3:20])[CH:17]=[C:16]([CH3:21])[CH:15]=2)[CH:3]=1.[NH3:22]. The catalyst is CO. The product is [Cl:1][C:2]1[N:7]=[N:6][C:5]([C:8]([NH2:22])=[O:9])=[C:4]([NH:13][C:14]2[CH:19]=[C:18]([CH3:20])[CH:17]=[C:16]([CH3:21])[CH:15]=2)[CH:3]=1. The yield is 0.960. (3) The catalyst is C1COCC1.CCOC(C)=O.CCOC(C)=O.CCCCCC.C(O)(=O)C. The yield is 0.427. The product is [Cl:18][CH2:19][C:7]([C@@H:3]1[CH2:4][C@@H:5]2[C@@H:1]([CH2:6]2)[N:2]1[C:11]([O:13][C:14]([CH3:17])([CH3:16])[CH3:15])=[O:12])=[O:9]. The reactants are [C@@H:1]12[CH2:6][C@@H:5]1[CH2:4][C@@H:3]([C:7]([O:9]C)=O)[N:2]2[C:11]([O:13][C:14]([CH3:17])([CH3:16])[CH3:15])=[O:12].[Cl:18][CH2:19]I.[Li+].CC([N-]C(C)C)C.C(=O)=O.CC(O)C. (4) The reactants are [C:1]([C:3]1[CH:4]=[C:5]([O:20][C:21]([F:24])([F:23])[F:22])[CH:6]=[C:7]2[C:12]=1[O:11][CH:10]([C:13]([F:16])([F:15])[F:14])[C:9]([C:17]([OH:19])=[O:18])=[CH:8]2)#[N:2].[C:25]([OH:28])(=[O:27])[CH3:26]. The catalyst is [Pd]. The product is [F:14][C:13]([F:16])([F:15])[C:10]([OH:27])=[O:11].[C:25]([C:26]1[CH:10]([C:13]([F:14])([F:16])[F:15])[O:11][C:12]2[C:3]([CH:1]=1)=[CH:4][C:5]([O:20][C:21]([F:22])([F:23])[F:24])=[CH:6][C:7]=2[CH2:8][CH2:9][NH:2][CH2:1][C:3]1[CH:4]=[C:5]([O:20][C:21]([F:24])([F:22])[F:23])[CH:6]=[C:7]2[C:12]=1[O:11][CH:10]([C:13]([F:14])([F:15])[F:16])[C:9]([C:17]([OH:19])=[O:18])=[CH:8]2)([OH:28])=[O:27]. The yield is 0.320. (5) The reactants are [C:1]([O:5][C:6]([N:8]1[CH2:12][C@@H:11]([C:13]2[CH:18]=[CH:17][C:16]([Cl:19])=[C:15](B3OC(C)(C)C(C)(C)O3)[CH:14]=2)[CH2:10][C:9]1=[O:29])=[O:7])([CH3:4])([CH3:3])[CH3:2].[OH:30]O. The catalyst is ClCCl.[Cl-].[NH4+]. The product is [Cl:19][C:16]1[CH:17]=[CH:18][C:13]([C@@H:11]2[CH2:12][N:8]([C:6]([O:5][C:1]([CH3:4])([CH3:3])[CH3:2])=[O:7])[C:9](=[O:29])[CH2:10]2)=[CH:14][C:15]=1[OH:30]. The yield is 0.950. (6) The catalyst is COCCOCCOC.O. The yield is 0.370. The reactants are Cl.[NH2:2][C@H:3]([C:6]([OH:8])=[O:7])[CH2:4]O.C(N(CC)CC)C.S(Cl)(Cl)=O.C(=O)([O-])[O-].[K+].[K+].Cl[C:27]([O:29][CH2:30][C:31]1[CH:36]=[CH:35][CH:34]=[CH:33][CH:32]=1)=[O:28].[C:37]1([SH:43])[CH:42]=[CH:41][CH:40]=[CH:39][CH:38]=1.S(=O)(=O)(O)O. The product is [C:27]([NH:2][C@H:3]([C:6]([OH:8])=[O:7])[CH2:4][S:43][C:37]1[CH:42]=[CH:41][CH:40]=[CH:39][CH:38]=1)([O:29][CH2:30][C:31]1[CH:36]=[CH:35][CH:34]=[CH:33][CH:32]=1)=[O:28]. (7) The reactants are [C:1]1([C:13](=O)[C:14]([C:20]2[C:28]3[C:23](=[CH:24][CH:25]=[CH:26][CH:27]=3)[N:22](C(OC(C)(C)C)=O)[CH:21]=2)(C)[C:15](OC)=[O:16])[C:11]2=[C:12]3[C:7](=[CH:8][CH:9]=[CH:10]2)[CH2:6][CH2:5][CH2:4][N:3]3[CH:2]=1.[NH2:37][NH2:38].C12(CS(O)(=O)=O)C(C)(C)C(CC1)CC2=O. The catalyst is C(O)(=O)C. The product is [C:1]1([C:13]2[NH:38][NH:37][C:15](=[O:16])[C:14]=2[C:20]2[C:28]3[C:23](=[CH:24][CH:25]=[CH:26][CH:27]=3)[NH:22][CH:21]=2)[C:11]2=[C:12]3[C:7](=[CH:8][CH:9]=[CH:10]2)[CH2:6][CH2:5][CH2:4][N:3]3[CH:2]=1. The yield is 0.170. (8) The reactants are [Cl:1][C:2]1[CH:7]=[CH:6][C:5]([C:8]2[CH:9]=[C:10]3[C:14](=[CH:15][CH:16]=2)[N:13](C2CCCCO2)[N:12]=[C:11]3[C:23]2[CH:28]=[C:27]([O:29]CC3C=CC(OCC)=CC=3)[N:26]=[C:25]([O:40][C@H:41]3[C@H:46]([F:47])[CH2:45][CH2:44][N:43](C(OCC4C=CC=CC=4)=O)[CH2:42]3)[N:24]=2)=[C:4]([F:58])[CH:3]=1.[C:59]([OH:65])([C:61]([F:64])([F:63])[F:62])=[O:60]. No catalyst specified. The product is [F:62][C:61]([F:64])([F:63])[C:59]([OH:65])=[O:60].[Cl:1][C:2]1[CH:7]=[CH:6][C:5]([C:8]2[CH:9]=[C:10]3[C:14](=[CH:15][CH:16]=2)[NH:13][N:12]=[C:11]3[C:23]2[N:24]=[C:25]([O:40][C@H:41]3[C@H:46]([F:47])[CH2:45][CH2:44][NH:43][CH2:42]3)[NH:26][C:27](=[O:29])[CH:28]=2)=[C:4]([F:58])[CH:3]=1. The yield is 0.210. (9) The yield is 0.150. The product is [O:27]1[CH2:28][CH2:29][N:24]([C:2]2[N:7]=[C:6]3[CH2:8][CH2:9][CH2:10][C:5]3=[C:4]([NH:11][C:12]3[CH:17]=[CH:16][C:15]([CH2:18][C:19]([O:21][CH2:22][CH3:23])=[O:20])=[CH:14][CH:13]=3)[CH:3]=2)[CH2:25][CH2:26]1. No catalyst specified. The reactants are Cl[C:2]1[N:7]=[C:6]2[CH2:8][CH2:9][CH2:10][C:5]2=[C:4]([NH:11][C:12]2[CH:17]=[CH:16][C:15]([CH2:18][C:19]([O:21][CH2:22][CH3:23])=[O:20])=[CH:14][CH:13]=2)[CH:3]=1.[NH:24]1[CH2:29][CH2:28][O:27][CH2:26][CH2:25]1. (10) The reactants are [O-]P([O-])([O-])=O.[K+].[K+].[K+].[NH:9]1[CH2:13][CH2:12][NH:11][C:10]1=[O:14].I[C:16]1[CH:17]=[C:18]([O:22][CH3:23])[CH:19]=[CH:20][CH:21]=1.CNCCNC. The catalyst is [Cu]I.CN(C=O)C. The product is [CH3:23][O:22][C:18]1[CH:17]=[C:16]([N:9]2[CH2:13][CH2:12][NH:11][C:10]2=[O:14])[CH:21]=[CH:20][CH:19]=1. The yield is 0.750.